Dataset: Catalyst prediction with 721,799 reactions and 888 catalyst types from USPTO. Task: Predict which catalyst facilitates the given reaction. (1) Reactant: [CH:1]1[C:13]2[CH:12]([CH2:14][O:15][C:16]([NH:18][C@@H:19]([CH2:27][C:28]3[CH:29]=[N:30][C:31]([Br:34])=[CH:32][CH:33]=3)[C:20]([O:22]C(C)(C)C)=[O:21])=[O:17])[C:11]3[C:6](=[CH:7][CH:8]=[CH:9][CH:10]=3)[C:5]=2[CH:4]=[CH:3][CH:2]=1.[Cl-:35].[Ca+2].[Cl-]. Product: [ClH:35].[CH:10]1[C:11]2[CH:12]([CH2:14][O:15][C:16]([NH:18][CH:19]([CH2:27][C:28]3[CH:29]=[N:30][C:31]([Br:34])=[CH:32][CH:33]=3)[C:20]([OH:22])=[O:21])=[O:17])[C:13]3[C:5](=[CH:4][CH:3]=[CH:2][CH:1]=3)[C:6]=2[CH:7]=[CH:8][CH:9]=1. The catalyst class is: 67. (2) Reactant: [CH3:1][N:2]1[C:10]2[C:5](=[CH:6][C:7]([S:11]([C:14]3[CH:19]=[CH:18][CH:17]=[CH:16][CH:15]=3)(=[O:13])=[O:12])=[CH:8][CH:9]=2)[C:4]([CH2:20][CH2:21][NH:22]C(=O)OC(C)(C)C)=[CH:3]1.[ClH:30]. Product: [ClH:30].[CH3:1][N:2]1[C:10]2[C:5](=[CH:6][C:7]([S:11]([C:14]3[CH:19]=[CH:18][CH:17]=[CH:16][CH:15]=3)(=[O:13])=[O:12])=[CH:8][CH:9]=2)[C:4]([CH2:20][CH2:21][NH2:22])=[CH:3]1. The catalyst class is: 12. (3) Reactant: O.O.[N:3]1[C:12]2[C:7](=[C:8]([N:13]3[C:17]([CH:18]4[CH2:20][CH2:19]4)=[C:16]([C:21]([NH:23][C:24]([NH2:26])=[NH:25])=[O:22])[CH:15]=[N:14]3)[CH:9]=[CH:10][CH:11]=2)[CH:6]=[CH:5][CH:4]=1.[ClH:27]. Product: [OH2:22].[ClH:27].[N:3]1[C:12]2[C:7](=[C:8]([N:13]3[C:17]([CH:18]4[CH2:20][CH2:19]4)=[C:16]([C:21]([NH:23][C:24]([NH2:26])=[NH:25])=[O:22])[CH:15]=[N:14]3)[CH:9]=[CH:10][CH:11]=2)[CH:6]=[CH:5][CH:4]=1. The catalyst class is: 7. (4) Reactant: [Cl:1][C:2]1[C:3]([O:12][C:13]2[CH:18]=[C:17]([O:19][CH:20]([CH3:22])[CH3:21])[CH:16]=[CH:15][C:14]=2/[CH:23]=[C:24](\[CH3:28])/[C:25](O)=[O:26])=[N:4][CH:5]=[C:6]([C:8]([F:11])([F:10])[F:9])[CH:7]=1.[N:29]1([S:34]([NH2:37])(=[O:36])=[O:35])[CH2:33][CH2:32][CH2:31][CH2:30]1.Cl.C(N=C=NCCCN(C)C)C.CN(C)C=O. Product: [Cl:1][C:2]1[C:3]([O:12][C:13]2[CH:18]=[C:17]([O:19][CH:20]([CH3:22])[CH3:21])[CH:16]=[CH:15][C:14]=2/[CH:23]=[C:24](\[CH3:28])/[C:25]([NH:37][S:34]([N:29]2[CH2:33][CH2:32][CH2:31][CH2:30]2)(=[O:36])=[O:35])=[O:26])=[N:4][CH:5]=[C:6]([C:8]([F:10])([F:9])[F:11])[CH:7]=1. The catalyst class is: 777. (5) Reactant: C(=O)([O-])[O-].[Cs+].[Cs+].[Cl:7][C:8]1[CH:13]=[CH:12][C:11]([OH:14])=[CH:10][C:9]=1I.[F:16][C:17]1[CH:18]=[C:19](B(O)O)[CH:20]=[CH:21][CH:22]=1.O. Product: [Cl:7][C:8]1[C:9]([C:21]2[CH:20]=[CH:19][CH:18]=[C:17]([F:16])[CH:22]=2)=[CH:10][C:11]([OH:14])=[CH:12][CH:13]=1. The catalyst class is: 12. (6) Reactant: [C:1]1([C:11](Cl)=[O:12])[C:10]2[C:5](=[CH:6][CH:7]=[CH:8][CH:9]=2)[CH:4]=[CH:3][CH:2]=1.C(N(CC)CC)C.[CH3:21][C:22]([C:24]1[C:29]([NH2:30])=[CH:28][C:27]2[O:31][CH2:32][O:33][C:26]=2[CH:25]=1)=[O:23]. Product: [C:22]([C:24]1[C:29]([NH:30][C:11]([C:1]2[C:10]3[C:5](=[CH:6][CH:7]=[CH:8][CH:9]=3)[CH:4]=[CH:3][CH:2]=2)=[O:12])=[CH:28][C:27]2[O:31][CH2:32][O:33][C:26]=2[CH:25]=1)(=[O:23])[CH3:21]. The catalyst class is: 11. (7) Reactant: [S:1]1[CH:5]=[CH:4][CH:3]=[C:2]1[CH2:6][NH2:7].[CH:8]1[N:13]=[C:12](Cl)[C:11]2[N:15]=[CH:16][N:17]([C@@H:18]3[O:22][C@H:21]([CH2:23][OH:24])[C@@H:20]([OH:25])[C@H:19]3[OH:26])[C:10]=2[N:9]=1.C(N(CC)CC)C. Product: [S:1]1[CH:5]=[CH:4][CH:3]=[C:2]1[CH2:6][NH:7][C:12]1[C:11]2[N:15]=[CH:16][N:17]([C:10]=2[N:9]=[CH:8][N:13]=1)[C@@H:18]1[O:22][C@H:21]([CH2:23][OH:24])[C@@H:20]([OH:25])[C@H:19]1[OH:26]. The catalyst class is: 259. (8) Reactant: [Cl:1][C:2]1[CH:30]=[C:29]([C:31]#[N:32])[CH:28]=[C:27]([F:33])[C:3]=1[C:4]([N:6](C(=O)C1C(F)=CC(C#N)=CC=1Cl)[C:7]1[CH:12]=[CH:11][N:10]=[C:9]([Cl:13])[C:8]=1[F:14])=[O:5].[OH-].[Na+]. Product: [Cl:1][C:2]1[CH:30]=[C:29]([C:31]#[N:32])[CH:28]=[C:27]([F:33])[C:3]=1[C:4]([NH:6][C:7]1[CH:12]=[CH:11][N:10]=[C:9]([Cl:13])[C:8]=1[F:14])=[O:5]. The catalyst class is: 71. (9) Reactant: [OH-].[K+].[CH2:3]([O:6][C:7]1[C:16]([CH:17]([CH3:19])[CH3:18])=[CH:15][C:10]([C:11]([O:13]C)=[O:12])=[C:9]([OH:20])[CH:8]=1)[CH:4]=[CH2:5]. Product: [CH2:3]([O:6][C:7]1[C:16]([CH:17]([CH3:18])[CH3:19])=[CH:15][C:10]([C:11]([OH:13])=[O:12])=[C:9]([OH:20])[CH:8]=1)[CH:4]=[CH2:5]. The catalyst class is: 24. (10) Reactant: [C:1]1([C:23]2[CH:28]=[CH:27][CH:26]=[CH:25][CH:24]=2)[CH:6]=[CH:5][C:4]([C:7]([N:9]2[C:15]3[CH:16]=[CH:17][CH:18]=[CH:19][C:14]=3[CH2:13][N:12]3[CH:20]=[CH:21][CH:22]=[C:11]3[CH2:10]2)=[O:8])=[CH:3][CH:2]=1.[Cl:29][C:30]([Cl:35])([Cl:34])[C:31](Cl)=[O:32].O. Product: [C:1]1([C:23]2[CH:28]=[CH:27][CH:26]=[CH:25][CH:24]=2)[CH:2]=[CH:3][C:4]([C:7]([N:9]2[C:15]3[CH:16]=[CH:17][CH:18]=[CH:19][C:14]=3[CH2:13][N:12]3[C:20]([C:31](=[O:32])[C:30]([Cl:35])([Cl:34])[Cl:29])=[CH:21][CH:22]=[C:11]3[CH2:10]2)=[O:8])=[CH:5][CH:6]=1. The catalyst class is: 12.